From a dataset of Forward reaction prediction with 1.9M reactions from USPTO patents (1976-2016). Predict the product of the given reaction. Given the reactants [CH2:1]([S:3]([C:6]1[CH:7]=[CH:8][C:9]([O:13][CH3:14])=[C:10]([NH2:12])[CH:11]=1)(=[O:5])=[O:4])[CH3:2].CC1C=CC(C(N)=O)=CC=1N[C:26](N)=[S:27], predict the reaction product. The product is: [CH2:1]([S:3]([C:6]1[CH:7]=[CH:8][C:9]([O:13][CH3:14])=[C:10]([N:12]=[C:26]=[S:27])[CH:11]=1)(=[O:5])=[O:4])[CH3:2].